This data is from Catalyst prediction with 721,799 reactions and 888 catalyst types from USPTO. The task is: Predict which catalyst facilitates the given reaction. (1) The catalyst class is: 37. Reactant: [F:1][C:2]1[CH:31]=[CH:30][CH:29]=[CH:28][C:3]=1[CH2:4][NH:5][C:6]1[C:11]([C:12]([NH2:14])=[O:13])=[CH:10][N:9]=[C:8]([NH:15][C:16]2[CH:21]=[CH:20][C:19]([CH:22]3[CH2:27][CH2:26][NH:25][CH2:24][CH2:23]3)=[CH:18][CH:17]=2)[CH:7]=1.Cl.CCN(C(C)C)C(C)C.[C:42]([Cl:45])(=[O:44])[CH3:43]. Product: [C:42]([N:25]1[CH2:26][CH2:27][CH:22]([C:19]2[CH:18]=[CH:17][C:16]([NH:15][C:8]3[CH:7]=[C:6]([NH:5][CH2:4][C:3]4[CH:28]=[CH:29][CH:30]=[CH:31][C:2]=4[F:1])[C:11]([C:12]([NH2:14])=[O:13])=[CH:10][N:9]=3)=[CH:21][CH:20]=2)[CH2:23][CH2:24]1)(=[O:44])[CH3:43].[ClH:45]. (2) Reactant: [Br:1][C:2]1[CH:3]=[C:4]2[C:8](=[CH:9][CH:10]=1)[NH:7][C:6](=[O:11])[C:5]2([F:13])[F:12].[H-].[Na+].[CH3:16][Si:17]([CH2:20][CH2:21][O:22][CH2:23]Cl)([CH3:19])[CH3:18].[NH4+].[Cl-]. Product: [Br:1][C:2]1[CH:3]=[C:4]2[C:8](=[CH:9][CH:10]=1)[N:7]([CH2:23][O:22][CH2:21][CH2:20][Si:17]([CH3:19])([CH3:18])[CH3:16])[C:6](=[O:11])[C:5]2([F:13])[F:12]. The catalyst class is: 3.